Dataset: Forward reaction prediction with 1.9M reactions from USPTO patents (1976-2016). Task: Predict the product of the given reaction. (1) Given the reactants [Cl:1][C:2]1[C:3]([NH:20][C:21](=[O:29])[CH2:22][CH:23]2[CH2:28][CH2:27][CH2:26][CH2:25][CH2:24]2)=[C:4]2[C:9](=[CH:10][CH:11]=1)[N:8]=[C:7]([N:12]1[CH2:17][CH2:16][CH:15]([C:18]#[N:19])[CH2:14][CH2:13]1)[CH:6]=[CH:5]2.[NH2:30][OH:31], predict the reaction product. The product is: [NH2:19][C:18](=[N:30][OH:31])[CH:15]1[CH2:14][CH2:13][N:12]([C:7]2[CH:6]=[CH:5][C:4]3[C:9](=[CH:10][CH:11]=[C:2]([Cl:1])[C:3]=3[NH:20][C:21](=[O:29])[CH2:22][CH:23]3[CH2:28][CH2:27][CH2:26][CH2:25][CH2:24]3)[N:8]=2)[CH2:17][CH2:16]1. (2) Given the reactants [CH:1]1([N:6]2[C:10]3[N:11]=[C:12]([NH:15][C:16]4[CH:25]=[CH:24][C:23]5[CH2:22][N:21](C(OC(C)(C)C)=O)[CH2:20][CH2:19][C:18]=5[N:17]=4)[N:13]=[CH:14][C:9]=3[C:8]3[CH:33]=[CH:34][N:35]=[CH:36][C:7]2=3)[CH2:5][CH2:4][CH2:3][CH2:2]1, predict the reaction product. The product is: [CH:1]1([N:6]2[C:10]3[N:11]=[C:12]([NH:15][C:16]4[CH:25]=[CH:24][C:23]5[CH2:22][NH:21][CH2:20][CH2:19][C:18]=5[N:17]=4)[N:13]=[CH:14][C:9]=3[C:8]3[CH:33]=[CH:34][N:35]=[CH:36][C:7]2=3)[CH2:2][CH2:3][CH2:4][CH2:5]1. (3) Given the reactants C([O:3][C:4](=[O:40])[C:5]1[CH:10]=[C:9]([CH2:11][N:12]([CH2:20][C:21]2[NH:22][CH:23]=[CH:24][N:25]=2)[CH2:13][C:14]2[N:15]([CH3:19])[CH:16]=[CH:17][N:18]=2)[CH:8]=[CH:7][C:6]=1[CH2:26][N:27]([CH2:29][CH2:30][CH2:31][CH2:32][N:33]([CH2:37][CH2:38][CH3:39])[CH2:34][CH2:35][CH3:36])[CH3:28])C.Cl, predict the reaction product. The product is: [CH2:37]([N:33]([CH2:34][CH2:35][CH3:36])[CH2:32][CH2:31][CH2:30][CH2:29][N:27]([CH2:26][C:6]1[CH:7]=[CH:8][C:9]([CH2:11][N:12]([CH2:20][C:21]2[NH:22][CH:23]=[CH:24][N:25]=2)[CH2:13][C:14]2[N:15]([CH3:19])[CH:16]=[CH:17][N:18]=2)=[CH:10][C:5]=1[C:4]([OH:40])=[O:3])[CH3:28])[CH2:38][CH3:39]. (4) Given the reactants C([O:5][C:6](=O)[NH:7][C@H:8]1[CH2:13][CH2:12][C@@H:11]([N:14]2[C:19](=[O:20])[C:18]3[CH:21]=[C:22]([F:25])[CH:23]=[N:24][C:17]=3[N:16]([C:26]3[CH:31]=[CH:30][CH:29]=[C:28]([C:32]([NH:34][CH:35]4[CH:40]5[CH2:41][CH2:42][N:37]([CH2:38][CH2:39]5)[CH2:36]4)=[O:33])[CH:27]=3)[C:15]2=[O:43])[CH2:10][CH2:9]1)(C)(C)C.Cl.O1CCOCC1.[F:52][C:53]1[CH:54]=[CH:55][C:56]2[N:57]([CH:59]=[C:60](C(O)=O)[N:61]=2)[CH:58]=1.C(N(CC)C(C)C)(C)C, predict the reaction product. The product is: [N:37]12[CH2:38][CH2:39][CH:40]([CH2:41][CH2:42]1)[CH:35]([NH:34][C:32]([C:28]1[CH:27]=[C:26]([N:16]3[C:17]4[N:24]=[CH:23][C:22]([F:25])=[CH:21][C:18]=4[C:19](=[O:20])[N:14]([C@@H:11]4[CH2:10][CH2:9][C@H:8]([NH:7][C:6]([C:60]5[N:61]=[C:56]6[CH:55]=[CH:54][C:53]([F:52])=[CH:58][N:57]6[CH:59]=5)=[O:5])[CH2:13][CH2:12]4)[C:15]3=[O:43])[CH:31]=[CH:30][CH:29]=1)=[O:33])[CH2:36]2.